Task: Predict the product of the given reaction.. Dataset: Forward reaction prediction with 1.9M reactions from USPTO patents (1976-2016) (1) Given the reactants [CH:1]1([C:4]2[CH:5]=[C:6]([C:23]([OH:25])=[O:24])[C:7](=[O:22])[N:8]3[C:13]=2[C:12]([CH3:14])=[C:11]([N:15]2[CH2:19][CH2:18][C@@H:17]([OH:20])[CH2:16]2)[C:10]([F:21])=[CH:9]3)[CH2:3][CH2:2]1.O[N:27]1[C:31](=[O:32])[C:30]2=[CH:33][CH:34]=[CH:35][CH:36]=[C:29]2[C:28]1=[O:37].[C:38]1(P(C2C=CC=CC=2)C2C=CC=CC=2)C=CC=C[CH:39]=1.[N+](C(OC(C)C)=O)(C(OC(C)C)=O)=[N-], predict the reaction product. The product is: [CH2:38]([O:24][C:23]([C:6]1[C:7](=[O:22])[N:8]2[C:13]([C:12]([CH3:14])=[C:11]([N:15]3[CH2:19][CH2:18][C@H:17]([O:20][N:27]4[C:31](=[O:32])[C:30]5[C:29](=[CH:36][CH:35]=[CH:34][CH:33]=5)[C:28]4=[O:37])[CH2:16]3)[C:10]([F:21])=[CH:9]2)=[C:4]([CH:1]2[CH2:2][CH2:3]2)[CH:5]=1)=[O:25])[CH3:39]. (2) Given the reactants [CH:1]1([O:6][C:7]2[CH:8]=[C:9]([CH:15]3[CH2:19][NH:18][C:17](=[O:20])[CH2:16]3)[CH:10]=[CH:11][C:12]=2[O:13][CH3:14])[CH2:5][CH2:4][CH2:3][CH2:2]1.[H-].[Na+].[F:23][C:24]1[C:31]([F:32])=[CH:30][CH:29]=[CH:28][C:25]=1[CH2:26]Br.C(OCC)(=O)C, predict the reaction product. The product is: [F:23][C:24]1[C:31]([F:32])=[CH:30][CH:29]=[CH:28][C:25]=1[CH2:26][N:18]1[CH2:19][CH:15]([C:9]2[CH:10]=[CH:11][C:12]([O:13][CH3:14])=[C:7]([O:6][CH:1]3[CH2:2][CH2:3][CH2:4][CH2:5]3)[CH:8]=2)[CH2:16][C:17]1=[O:20]. (3) Given the reactants [CH2:1]([C:11]1[C:15]2[S:16][C:17]3[C:21]4[S:22][C:23]([C:35]([O:37]CC)=[O:36])=[C:24]([CH2:25][CH2:26][CH2:27][CH2:28][CH2:29][CH2:30][CH2:31][CH2:32][CH2:33][CH3:34])[C:20]=4[S:19][C:18]=3[C:14]=2[S:13][C:12]=1[C:40]([O:42]CC)=[O:41])[CH2:2][CH2:3][CH2:4][CH2:5][CH2:6][CH2:7][CH2:8][CH2:9][CH3:10].[Li+].[OH-].C1COCC1, predict the reaction product. The product is: [CH2:25]([C:24]1[C:20]2[S:19][C:18]3[C:14]4[S:13][C:12]([C:40]([OH:42])=[O:41])=[C:11]([CH2:1][CH2:2][CH2:3][CH2:4][CH2:5][CH2:6][CH2:7][CH2:8][CH2:9][CH3:10])[C:15]=4[S:16][C:17]=3[C:21]=2[S:22][C:23]=1[C:35]([OH:37])=[O:36])[CH2:26][CH2:27][CH2:28][CH2:29][CH2:30][CH2:31][CH2:32][CH2:33][CH3:34]. (4) Given the reactants [H-].[Na+].C(OP(OCC)O[CH2:8][O:9][CH2:10][C:11]([O:13][CH3:14])=[O:12])C.[CH2:18]([O:20][CH2:21][CH2:22][O:23][C:24]1[CH:25]=[C:26]([CH:29]=[CH:30][C:31]=1[I:32])[CH:27]=O)[CH3:19].O, predict the reaction product. The product is: [CH2:18]([O:20][CH2:21][CH2:22][O:23][C:24]1[CH:25]=[C:26](/[CH:27]=[C:10](\[O:9][CH3:8])/[C:11]([O:13][CH3:14])=[O:12])[CH:29]=[CH:30][C:31]=1[I:32])[CH3:19].[CH2:18]([O:20][CH2:21][CH2:22][O:23][C:24]1[CH:25]=[C:26](/[CH:27]=[C:10](/[O:9][CH3:8])\[C:11]([O:13][CH3:14])=[O:12])[CH:29]=[CH:30][C:31]=1[I:32])[CH3:19]. (5) Given the reactants [CH:1]1([C:4]2[C:5]([O:13][CH2:14][CH:15]([F:17])[F:16])=[CH:6][C:7]([C:10]([OH:12])=O)=[N:8][CH:9]=2)[CH2:3][CH2:2]1.[NH2:18][C:19]([CH:25]1[CH2:27][CH2:26]1)([CH3:24])[CH2:20][C:21]([NH2:23])=[O:22], predict the reaction product. The product is: [NH2:23][C:21](=[O:22])[CH2:20][C:19]([NH:18][C:10]([C:7]1[CH:6]=[C:5]([O:13][CH2:14][CH:15]([F:17])[F:16])[C:4]([CH:1]2[CH2:2][CH2:3]2)=[CH:9][N:8]=1)=[O:12])([CH:25]1[CH2:27][CH2:26]1)[CH3:24]. (6) Given the reactants [CH2:1]([O:3][C:4](=[O:25])[C:5]([CH3:24])([CH3:23])[CH2:6][CH2:7][CH2:8][CH2:9][CH:10]([N+]#C)S(C1C=CC(C)=CC=1)(=O)=O)[CH3:2].I[CH2:27][CH2:28][CH2:29][CH2:30][C:31]1([C:35]([O:37][CH2:38][CH3:39])=[O:36])[CH2:34][CH2:33][CH2:32]1.CC([O-:44])(C)C.[K+], predict the reaction product. The product is: [CH2:38]([O:37][C:35]([C:31]1([CH2:30][CH2:29][CH2:28][CH2:27][C:10](=[O:44])[CH2:9][CH2:8][CH2:7][CH2:6][C:5]([CH3:23])([CH3:24])[C:4]([O:3][CH2:1][CH3:2])=[O:25])[CH2:34][CH2:33][CH2:32]1)=[O:36])[CH3:39]. (7) The product is: [Cl:12][C:11]1[C:6]2[N:7]([C:13]([C:14]3[CH:15]=[C:16]([CH:17]=[CH:18][CH:19]=3)[O:20][C:22]3[CH:23]=[C:24]([S:28]([N:31]([CH2:41][C:42]4[CH:47]=[CH:46][C:45]([O:48][CH3:49])=[CH:44][CH:43]=4)[CH2:32][C:33]4[CH:38]=[CH:37][C:36]([O:39][CH3:40])=[CH:35][CH:34]=4)(=[O:30])=[O:29])[CH:25]=[CH:26][CH:27]=3)=[C:4]([CH:1]([CH3:3])[CH3:2])[N:5]=2)[CH:8]=[CH:9][CH:10]=1. Given the reactants [CH:1]([C:4]1[N:5]=[C:6]2[C:11]([Cl:12])=[CH:10][CH:9]=[CH:8][N:7]2[C:13]=1[C:14]1[CH:15]=[C:16]([OH:20])[CH:17]=[CH:18][CH:19]=1)([CH3:3])[CH3:2].Br[C:22]1[CH:23]=[C:24]([S:28]([N:31]([CH2:41][C:42]2[CH:47]=[CH:46][C:45]([O:48][CH3:49])=[CH:44][CH:43]=2)[CH2:32][C:33]2[CH:38]=[CH:37][C:36]([O:39][CH3:40])=[CH:35][CH:34]=2)(=[O:30])=[O:29])[CH:25]=[CH:26][CH:27]=1, predict the reaction product.